From a dataset of NCI-60 drug combinations with 297,098 pairs across 59 cell lines. Regression. Given two drug SMILES strings and cell line genomic features, predict the synergy score measuring deviation from expected non-interaction effect. (1) Drug 1: CCC(=C(C1=CC=CC=C1)C2=CC=C(C=C2)OCCN(C)C)C3=CC=CC=C3.C(C(=O)O)C(CC(=O)O)(C(=O)O)O. Drug 2: C1C(C(OC1N2C=NC(=NC2=O)N)CO)O. Cell line: NCI-H322M. Synergy scores: CSS=4.08, Synergy_ZIP=-0.301, Synergy_Bliss=1.88, Synergy_Loewe=1.45, Synergy_HSA=0.857. (2) Drug 1: CC1=C(C(CCC1)(C)C)C=CC(=CC=CC(=CC(=O)O)C)C. Drug 2: CC1C(C(CC(O1)OC2CC(CC3=C2C(=C4C(=C3O)C(=O)C5=CC=CC=C5C4=O)O)(C(=O)C)O)N)O. Cell line: UO-31. Synergy scores: CSS=52.4, Synergy_ZIP=4.49, Synergy_Bliss=8.72, Synergy_Loewe=-29.6, Synergy_HSA=5.12.